This data is from Full USPTO retrosynthesis dataset with 1.9M reactions from patents (1976-2016). The task is: Predict the reactants needed to synthesize the given product. (1) Given the product [CH:6]1([CH2:5][C:4]([OH:16])=[O:3])[C:15]2[C:10](=[CH:11][CH:12]=[CH:13][CH:14]=2)[CH2:9][CH2:8][O:7]1, predict the reactants needed to synthesize it. The reactants are: C([O:3][C:4](=[O:16])[CH2:5][CH:6]1[C:15]2[C:10](=[CH:11][CH:12]=[CH:13][CH:14]=2)[CH2:9][CH2:8][O:7]1)C. (2) Given the product [Br:1][C:2]1[C:3]([N:22]([CH2:27][C:28](=[O:30])[CH3:29])[S:23]([CH3:26])(=[O:24])=[O:25])=[CH:4][C:5]2[O:9][C:8]([C:10]3[CH:15]=[CH:14][C:13]([F:16])=[CH:12][CH:11]=3)=[C:7]([C:17]([NH:19][CH3:20])=[O:18])[C:6]=2[CH:21]=1, predict the reactants needed to synthesize it. The reactants are: [Br:1][C:2]1[C:3]([N:22]([CH2:27][CH:28]([OH:30])[CH3:29])[S:23]([CH3:26])(=[O:25])=[O:24])=[CH:4][C:5]2[O:9][C:8]([C:10]3[CH:15]=[CH:14][C:13]([F:16])=[CH:12][CH:11]=3)=[C:7]([C:17]([NH:19][CH3:20])=[O:18])[C:6]=2[CH:21]=1. (3) Given the product [C:1]([O:5][C:6](=[O:26])[NH:7][C:8]1[CH:13]=[C:12]([NH:14][CH2:15][CH:16]([CH3:17])[CH3:18])[C:11]([C:19]([F:22])([F:21])[F:20])=[CH:10][C:9]=1[NH2:23])([CH3:3])([CH3:4])[CH3:2], predict the reactants needed to synthesize it. The reactants are: [C:1]([O:5][C:6](=[O:26])[NH:7][C:8]1[CH:13]=[C:12]([NH:14][CH2:15][CH:16]([CH3:18])[CH3:17])[C:11]([C:19]([F:22])([F:21])[F:20])=[CH:10][C:9]=1[N+:23]([O-])=O)([CH3:4])([CH3:3])[CH3:2]. (4) Given the product [Cl:1][C:2]1[CH:3]=[C:4]2[C:8](=[CH:9][CH:10]=1)[NH:7][CH:6]=[C:5]2[CH2:11][CH2:12][CH2:13][CH2:14][OH:15], predict the reactants needed to synthesize it. The reactants are: [Cl:1][C:2]1[CH:3]=[C:4]2[C:8](=[CH:9][CH:10]=1)[NH:7][CH:6]=[C:5]2[CH2:11][CH2:12][CH2:13][C:14](OCC)=[O:15].[H-].[Al+3].[Li+].[H-].[H-].[H-].